This data is from Drug-target binding data from BindingDB using IC50 measurements. The task is: Regression. Given a target protein amino acid sequence and a drug SMILES string, predict the binding affinity score between them. We predict pIC50 (pIC50 = -log10(IC50 in M); higher means more potent). Dataset: bindingdb_ic50. The small molecule is C=C1C(COC(C)=O)=C(C(=O)[O-])N2C(=O)/C(=C/c3ccccn3)[C@H]2S1(=O)=O. The target protein (P00807) has sequence MKKLIFLIVIALVLSACNSNSSHAKELNDLEKKYNAHIGVYALDTKSGKEVKFNSDKRFAYASTSKAINSAILLEQVPYNKLNKKVHINKDDIVAYSPILEKYVGKDITLKALIEASMTYSDNTANNKIIKEIGGIKKVKQRLKELGDKVTNPVRYEIELNYYSPKSKKDTSTPAAFGKTLNKLIANGKLSKENKKFLLDLMLNNKSGDTLIKDGVPKDYKVADKSGQAITYASRNDVAFVYPKGQSEPIVLVIFTNKDNKSDKPNDKLISETAKSVMKEF. The pIC50 is 4.0.